Dataset: Retrosynthesis with 50K atom-mapped reactions and 10 reaction types from USPTO. Task: Predict the reactants needed to synthesize the given product. (1) Given the product COCCN1CCC(Oc2ccc(-c3n[nH]c4ccc(NC(=O)[C@H](OC)c5ccccc5)cc34)cc2)CC1, predict the reactants needed to synthesize it. The reactants are: COCCN1CCC(Oc2ccc(B3OC(C)(C)C(C)(C)O3)cc2)CC1.CO[C@@H](C(=O)Nc1ccc2[nH]nc(I)c2c1)c1ccccc1. (2) Given the product OCC1(c2c[nH]cn2)Cc2ccccc2C1, predict the reactants needed to synthesize it. The reactants are: CCOC(=O)C1(c2c[nH]cn2)Cc2ccccc2C1. (3) Given the product COC(C(=O)NCc1ccc(C#N)cc1)c1ccc(C(F)(F)F)cc1C(F)(F)F, predict the reactants needed to synthesize it. The reactants are: COC(C(=O)O)c1ccc(C(F)(F)F)cc1C(F)(F)F.N#Cc1ccc(CN)cc1.